Dataset: Forward reaction prediction with 1.9M reactions from USPTO patents (1976-2016). Task: Predict the product of the given reaction. Given the reactants [F:1][C:2]1[C:3]([C:20]2[CH:21]=[CH:22][C:23]([O:28][CH:29]3[CH2:34][CH2:33][O:32][CH2:31][CH2:30]3)=[C:24]([CH:27]=2)[C:25]#[N:26])=[C:4]2[C:8](=[CH:9][CH:10]=1)[N:7]([S:11]([C:14]1[CH:19]=[CH:18][CH:17]=[CH:16][CH:15]=1)(=[O:13])=[O:12])[CH:6]=[CH:5]2.C([N-]C(C)C)(C)C.[Li+].[I:43]I, predict the reaction product. The product is: [F:1][C:2]1[C:3]([C:20]2[CH:21]=[CH:22][C:23]([O:28][CH:29]3[CH2:34][CH2:33][O:32][CH2:31][CH2:30]3)=[C:24]([CH:27]=2)[C:25]#[N:26])=[C:4]2[C:8](=[CH:9][CH:10]=1)[N:7]([S:11]([C:14]1[CH:15]=[CH:16][CH:17]=[CH:18][CH:19]=1)(=[O:13])=[O:12])[C:6]([I:43])=[CH:5]2.